Dataset: Catalyst prediction with 721,799 reactions and 888 catalyst types from USPTO. Task: Predict which catalyst facilitates the given reaction. (1) Reactant: Cl[CH2:2][C:3]([NH:5][C:6]1[C:19]2[C:18](=[O:20])[C:17]3[C:12](=[CH:13][CH:14]=[CH:15][C:16]=3[NH:21][C:22](=[O:25])[CH2:23]Cl)[C:11](=[O:26])[C:10]=2[CH:9]=[CH:8][CH:7]=1)=[O:4].[F:27][C:28]([F:38])([F:37])[C:29]1[CH:30]=[C:31]([CH:34]=[CH:35][CH:36]=1)[CH2:32][NH2:33]. Product: [F:27][C:28]([F:37])([F:38])[C:29]1[CH:30]=[C:31]([CH:34]=[CH:35][CH:36]=1)[CH2:32][NH:33][CH2:2][C:3]([NH:5][C:6]1[C:19]2[C:18](=[O:20])[C:17]3[C:12](=[CH:13][CH:14]=[CH:15][C:16]=3[NH:21][C:22](=[O:25])[CH2:23][NH:33][CH2:32][C:31]3[CH:34]=[CH:35][CH:36]=[C:29]([C:28]([F:27])([F:37])[F:38])[CH:30]=3)[C:11](=[O:26])[C:10]=2[CH:9]=[CH:8][CH:7]=1)=[O:4]. The catalyst class is: 9. (2) Reactant: [F:1][C:2]1[CH:7]=[CH:6][C:5]([S:8]([NH:11][C@@H:12]([CH2:17][OH:18])[C:13]([O:15][CH3:16])=[O:14])(=[O:10])=[O:9])=[CH:4][CH:3]=1.C([O-])([O-])=O.[K+].[K+].I[CH2:26][CH3:27]. Product: [CH2:26]([N:11]([S:8]([C:5]1[CH:4]=[CH:3][C:2]([F:1])=[CH:7][CH:6]=1)(=[O:9])=[O:10])[C@@H:12]([CH2:17][OH:18])[C:13]([O:15][CH3:16])=[O:14])[CH3:27]. The catalyst class is: 3. (3) Reactant: [CH2:1]([C:3]1([CH2:17][CH3:18])[CH2:8][CH2:7][C:6](OS(C(F)(F)F)(=O)=O)=[CH:5][CH2:4]1)[CH3:2].[B:19]1([B:19]2[O:23][C:22]([CH3:25])([CH3:24])[C:21]([CH3:27])([CH3:26])[O:20]2)[O:23][C:22]([CH3:25])([CH3:24])[C:21]([CH3:27])([CH3:26])[O:20]1.C([O-])(=O)C.[K+]. Product: [CH2:1]([C:3]1([CH2:17][CH3:18])[CH2:8][CH2:7][C:6]([B:19]2[O:23][C:22]([CH3:25])([CH3:24])[C:21]([CH3:27])([CH3:26])[O:20]2)=[CH:5][CH2:4]1)[CH3:2]. The catalyst class is: 12. (4) Reactant: [CH2:1]([N:3]([C@@H:15]([CH3:25])[CH2:16][C:17]1[CH:22]=[CH:21][C:20](SC)=[CH:19][CH:18]=1)[CH2:4][CH2:5][CH2:6][CH2:7][N:8]1[CH2:13][CH2:12][CH2:11][O:10][C:9]1=[O:14])[CH3:2].[S:26]([O-:31])(O[O-])(=O)=[O:27].[K+].[K+].[C:34](=O)([O-])[O-].[Na+].[Na+]. Product: [CH2:1]([N:3]([C@@H:15]([CH3:25])[CH2:16][C:17]1[CH:18]=[CH:19][C:20]([S:26]([CH3:34])(=[O:31])=[O:27])=[CH:21][CH:22]=1)[CH2:4][CH2:5][CH2:6][CH2:7][N:8]1[CH2:13][CH2:12][CH2:11][O:10][C:9]1=[O:14])[CH3:2]. The catalyst class is: 24.